This data is from Reaction yield outcomes from USPTO patents with 853,638 reactions. The task is: Predict the reaction yield, written as a fraction of the theoretical maximum amount of product (1.0 means a 100% yield; for example, 0.34 means a 34% yield). (1) The reactants are Cl[C:2]1[N:3]=[N:4][CH:5]=[C:6](Cl)[C:7]=1[Cl:8].[C:10]1([CH:16]2[CH2:21][CH2:20][NH:19][CH2:18][CH2:17]2)[CH:15]=[CH:14][CH:13]=[CH:12][CH:11]=1.C(=O)([O-])[O-].[K+].[K+].[NH2:28][NH2:29].[CH:30]1([CH2:33][C:34](Cl)=[O:35])[CH2:32][CH2:31]1.C1(CC(O)=O)CC1.S(Cl)(Cl)=O. The catalyst is C(#N)C.C(OCC)(=O)C.O. The product is [Cl:8][C:7]1[C:6]([N:19]2[CH2:18][CH2:17][CH:16]([C:10]3[CH:15]=[CH:14][CH:13]=[CH:12][CH:11]=3)[CH2:21][CH2:20]2)=[CH:5][N:4]=[N:3][C:2]=1[NH:28][NH:29][C:34](=[O:35])[CH2:33][CH:30]1[CH2:32][CH2:31]1. The yield is 0.338. (2) The reactants are N1CCC[C@H]1C(N)=O.C(N(CC)CC)C.ClCC(Cl)=O.[Cl:21][CH2:22][C:23]([N:25]1[CH2:29][CH2:28][CH2:27][C@H:26]1[C:30]([NH2:32])=O)=[O:24].CN(C=O)C.S(Cl)(Cl)=O. The catalyst is C(Cl)Cl. The product is [Cl:21][CH2:22][C:23]([N:25]1[CH2:29][CH2:28][CH2:27][C@H:26]1[C:30]#[N:32])=[O:24]. The yield is 0.820. (3) The reactants are [C:1]1([OH:9])[CH:6]=[CH:5][CH:4]=[C:3]([OH:7])[C:2]=1[OH:8].[CH3:10][C:11](O)=[O:12]. No catalyst specified. The product is [OH:7][C:3]1[C:2]([OH:8])=[C:1]([OH:9])[CH:6]=[CH:5][C:4]=1[C:11](=[O:12])[CH3:10]. The yield is 0.430. (4) The reactants are [OH:1][N:2]=[C:3]([C:13]1[N:17]([CH3:18])[N:16]=[N:15][N:14]=1)[C:4]1[CH:5]=[C:6]([CH:10]=[CH:11][CH:12]=1)[N:7]([CH3:9])[CH3:8].C(=O)([O-])[O-].[Cs+].[Cs+].[I-].[K+].[Br:27][C:28]1[S:29][CH:30]=[C:31]([CH2:33]Br)[N:32]=1. The catalyst is C(#N)C. The product is [Br:27][C:28]1[S:29][CH:30]=[C:31]([CH2:33][O:1][N:2]=[C:3]([C:13]2[N:17]([CH3:18])[N:16]=[N:15][N:14]=2)[C:4]2[CH:5]=[C:6]([CH:10]=[CH:11][CH:12]=2)[N:7]([CH3:9])[CH3:8])[N:32]=1. The yield is 0.860.